This data is from Reaction yield outcomes from USPTO patents with 853,638 reactions. The task is: Predict the reaction yield, written as a fraction of the theoretical maximum amount of product (1.0 means a 100% yield; for example, 0.34 means a 34% yield). (1) The product is [CH3:30][S:27]([C:22]1[CH:23]=[CH:24][CH:25]=[CH:26][C:21]=1[C:18]1[CH:19]=[CH:20][C:15]([NH:14][C:13]([CH:9]2[CH2:10][CH2:11][CH2:12][NH:8]2)=[O:31])=[CH:16][CH:17]=1)(=[O:29])=[O:28]. The reactants are C(OC([N:8]1[CH2:12][CH2:11][CH2:10][CH:9]1[C:13](=[O:31])[NH:14][C:15]1[CH:20]=[CH:19][C:18]([C:21]2[CH:26]=[CH:25][CH:24]=[CH:23][C:22]=2[S:27]([CH3:30])(=[O:29])=[O:28])=[CH:17][CH:16]=1)=O)(C)(C)C.FC(F)(F)C(O)=O. The catalyst is C(Cl)Cl. The yield is 1.00. (2) The reactants are [C:1]([CH:4]([CH3:26])[CH2:5][CH2:6][N:7]1[C:11]2[CH:12]=[CH:13][CH:14]=[C:15]([CH3:16])[C:10]=2[N:9]=[C:8]1[CH2:17][O:18][C:19]1[CH:24]=[CH:23][C:22]([Cl:25])=[CH:21][CH:20]=1)(O)=[O:2].C(Cl)(=O)C([Cl:30])=O. The catalyst is C(Cl)Cl.CN(C)C=O. The product is [Cl:30][C:1]([CH:4]([CH3:26])[CH2:5][CH2:6][N:7]1[C:11]2[CH:12]=[CH:13][CH:14]=[C:15]([CH3:16])[C:10]=2[N:9]=[C:8]1[CH2:17][O:18][C:19]1[CH:24]=[CH:23][C:22]([Cl:25])=[CH:21][CH:20]=1)=[O:2]. The yield is 0.910. (3) The reactants are [C:1]1([CH2:7][CH2:8][C:9](OCC2C=CC=CC=2)=O)[CH:6]=[CH:5][CH:4]=[CH:3][CH:2]=1.[NH2:19][C@H:20]([CH2:24][OH:25])[CH:21]([CH3:23])[CH3:22]. The catalyst is ClC1C=CC=CC=1. The product is [CH:21]([C@H:20]1[CH2:24][O:25][C:9]([CH2:8][CH2:7][C:1]2[CH:6]=[CH:5][CH:4]=[CH:3][CH:2]=2)=[N:19]1)([CH3:23])[CH3:22]. The yield is 0.740. (4) No catalyst specified. The product is [C:26]([OH:25])(=[O:41])/[CH:29]=[CH:33]/[C:32]([OH:35])=[O:34].[Cl:1][C:2]1[C:7]([C:8]2[N:12]([S:13]([C:16]3[CH:17]=[N:18][CH:19]=[CH:20][CH:21]=3)(=[O:14])=[O:15])[CH:11]=[C:10]([CH2:22][NH:23][CH3:24])[CH:9]=2)=[CH:6][CH:5]=[CH:4][N:3]=1. The reactants are [Cl:1][C:2]1[C:7]([C:8]2[N:12]([S:13]([C:16]3[CH:17]=[N:18][CH:19]=[CH:20][CH:21]=3)(=[O:15])=[O:14])[CH:11]=[C:10]([CH2:22][N:23](C)[C:24](=O)[O:25][C:26]([CH3:29])(C)C)[CH:9]=2)=[CH:6][CH:5]=[CH:4][N:3]=1.[C:32]([O:35]CC)(=[O:34])[CH3:33].Cl.C([OH:41])C. The yield is 0.680. (5) The product is [CH3:1][O:2][C:3]1[CH:4]=[C:5]([CH2:9][C:10]([NH:13][C:14]2[CH:15]=[CH:16][C:17]([O:20][CH3:21])=[N:18][CH:19]=2)=[O:11])[CH:6]=[CH:7][CH:8]=1. The yield is 0.990. The reactants are [CH3:1][O:2][C:3]1[CH:4]=[C:5]([CH2:9][C:10](Cl)=[O:11])[CH:6]=[CH:7][CH:8]=1.[NH2:13][C:14]1[CH:15]=[CH:16][C:17]([O:20][CH3:21])=[N:18][CH:19]=1. No catalyst specified. (6) The reactants are [C:1]([C:5]1[N:10]=[C:9]([N:11]2[CH2:16][CH2:15][N:14]([CH2:17][CH2:18][CH2:19][CH2:20][NH2:21])[CH2:13][CH2:12]2)[CH:8]=[C:7]([C:22]([F:25])([F:24])[F:23])[N:6]=1)([CH3:4])([CH3:3])[CH3:2].C1N=CN([C:31](N2C=NC=C2)=[O:32])C=1.[C:38]1([N:44]2[CH2:49][CH2:48][NH:47][CH2:46][C:45]2=[O:50])[CH:43]=[CH:42][CH:41]=[CH:40][CH:39]=1. The catalyst is C(Cl)(Cl)Cl.CO. The product is [C:1]([C:5]1[N:10]=[C:9]([N:11]2[CH2:16][CH2:15][N:14]([CH2:17][CH2:18][CH2:19][CH2:20][NH:21][C:31]([N:47]3[CH2:48][CH2:49][N:44]([C:38]4[CH:39]=[CH:40][CH:41]=[CH:42][CH:43]=4)[C:45](=[O:50])[CH2:46]3)=[O:32])[CH2:13][CH2:12]2)[CH:8]=[C:7]([C:22]([F:24])([F:25])[F:23])[N:6]=1)([CH3:4])([CH3:2])[CH3:3]. The yield is 0.270. (7) The reactants are Cl.[CH2:2]([O:4][C:5](=[O:23])[CH2:6][NH:7][C:8](=[O:22])[CH2:9][NH:10][C:11](=[O:21])[C@H:12]([CH2:14][CH:15]1[CH2:20][CH2:19][CH2:18][CH2:17][CH2:16]1)[NH2:13])[CH3:3].C(N(CC)C(C)C)(C)C.[O:33]1[CH:37]=[CH:36][CH:35]=[C:34]1[C:38](Cl)=[O:39].CO. The catalyst is C(Cl)Cl. The product is [CH2:2]([O:4][C:5](=[O:23])[CH2:6][NH:7][C:8](=[O:22])[CH2:9][NH:10][C:11](=[O:21])[C@H:12]([CH2:14][CH:15]1[CH2:16][CH2:17][CH2:18][CH2:19][CH2:20]1)[NH:13][C:38]([C:34]1[O:33][CH:37]=[CH:36][CH:35]=1)=[O:39])[CH3:3]. The yield is 0.980. (8) The reactants are [NH2:1][C@:2]12[CH2:45][CH2:44][C@@H:43]([C:46]([CH3:48])=[CH2:47])[C@@H:3]1[C@@H:4]1[C@@:17]([CH3:20])([CH2:18][CH2:19]2)[C@@:16]2([CH3:21])[C@@H:7]([C@:8]3([CH3:42])[C@@H:13]([CH2:14][CH2:15]2)[C:12]([CH3:23])([CH3:22])[C:11]([C:24]2[CH2:29][CH2:28][C@@:27]([CH2:40][F:41])([C:30]([O:32][CH2:33][C:34]4[CH:39]=[CH:38][CH:37]=[CH:36][CH:35]=4)=[O:31])[CH2:26][CH:25]=2)=[CH:10][CH2:9]3)[CH2:6][CH2:5]1.[CH3:49][C:50]1([CH3:56])[O:54][CH:53](O)[CH2:52][CH2:51]1.C(O[BH-](OC(=O)C)OC(=O)C)(=O)C.[Na+]. The catalyst is ClCCCl.CC(C)[O-].[Ti+4].CC(C)[O-].CC(C)[O-].CC(C)[O-]. The product is [F:41][CH2:40][C@@:27]1([C:30]([O:32][CH2:33][C:34]2[CH:35]=[CH:36][CH:37]=[CH:38][CH:39]=2)=[O:31])[CH2:28][CH2:29][C:24]([C:11]2[C:12]([CH3:22])([CH3:23])[C@H:13]3[C@:8]([CH3:42])([CH2:9][CH:10]=2)[C@@H:7]2[C@:16]([CH3:21])([C@@:17]4([CH3:20])[C@H:4]([CH2:5][CH2:6]2)[C@H:3]2[C@H:43]([C:46]([CH3:48])=[CH2:47])[CH2:44][CH2:45][C@:2]2([NH:1][CH2:53][CH2:52][CH2:51][C:50]([OH:54])([CH3:56])[CH3:49])[CH2:19][CH2:18]4)[CH2:15][CH2:14]3)=[CH:25][CH2:26]1. The yield is 1.00.